Dataset: Reaction yield outcomes from USPTO patents with 853,638 reactions. Task: Predict the reaction yield, written as a fraction of the theoretical maximum amount of product (1.0 means a 100% yield; for example, 0.34 means a 34% yield). (1) The reactants are [BH4-].[Li+].[CH2:3]([N:10]([CH2:18][C:19]1[CH:24]=[CH:23][CH:22]=[CH:21][CH:20]=1)[CH2:11][C@H:12]([F:17])[C:13](OC)=[O:14])[C:4]1[CH:9]=[CH:8][CH:7]=[CH:6][CH:5]=1. The catalyst is C1COCC1. The product is [CH2:18]([N:10]([CH2:3][C:4]1[CH:5]=[CH:6][CH:7]=[CH:8][CH:9]=1)[CH2:11][C@H:12]([F:17])[CH2:13][OH:14])[C:19]1[CH:20]=[CH:21][CH:22]=[CH:23][CH:24]=1. The yield is 0.920. (2) The reactants are [OH:1][C:2]1[CH:7]=[CH:6][N:5]=[CH:4][CH:3]=1.F[C:9]1[CH:14]=[CH:13][C:12]([N+:15]([O-:17])=[O:16])=[CH:11][CH:10]=1.C([O-])([O-])=O.[K+].[K+]. The catalyst is CN(C=O)C.O. The product is [N:5]1[CH:6]=[CH:7][C:2]([O:1][C:9]2[CH:14]=[CH:13][C:12]([N+:15]([O-:17])=[O:16])=[CH:11][CH:10]=2)=[CH:3][CH:4]=1. The yield is 0.900.